Dataset: Merck oncology drug combination screen with 23,052 pairs across 39 cell lines. Task: Regression. Given two drug SMILES strings and cell line genomic features, predict the synergy score measuring deviation from expected non-interaction effect. Drug 1: O=C(NOCC(O)CO)c1ccc(F)c(F)c1Nc1ccc(I)cc1F. Drug 2: COC1=C2CC(C)CC(OC)C(O)C(C)C=C(C)C(OC(N)=O)C(OC)C=CC=C(C)C(=O)NC(=CC1=O)C2=O. Cell line: A2780. Synergy scores: synergy=14.4.